From a dataset of Reaction yield outcomes from USPTO patents with 853,638 reactions. Predict the reaction yield, written as a fraction of the theoretical maximum amount of product (1.0 means a 100% yield; for example, 0.34 means a 34% yield). (1) The reactants are I[C:2]1[CH:3]=[CH:4][C:5]([NH2:12])=[C:6]([S:8]([NH2:11])(=[O:10])=[O:9])[CH:7]=1.C([O-])(O)=O.[Na+].[CH3:18][N:19](C=O)C. The catalyst is [C-]#N.[C-]#N.[Zn+2].C1C=CC([P]([Pd]([P](C2C=CC=CC=2)(C2C=CC=CC=2)C2C=CC=CC=2)([P](C2C=CC=CC=2)(C2C=CC=CC=2)C2C=CC=CC=2)[P](C2C=CC=CC=2)(C2C=CC=CC=2)C2C=CC=CC=2)(C2C=CC=CC=2)C2C=CC=CC=2)=CC=1. The product is [C:18]([C:2]1[CH:3]=[CH:4][C:5]([NH2:12])=[C:6]([S:8]([NH2:11])(=[O:10])=[O:9])[CH:7]=1)#[N:19]. The yield is 0.920. (2) The reactants are [CH3:1][S:2](Cl)(=[O:4])=[O:3].[Br:6][C:7]1[CH:12]=[CH:11][C:10]([C@H:13]([NH2:18])[C:14]([F:17])([F:16])[F:15])=[CH:9][CH:8]=1.N1C(C)=CC=CC=1C. The catalyst is CN(C)C1C=CN=CC=1.C(Cl)Cl. The product is [Br:6][C:7]1[CH:12]=[CH:11][C:10]([C@H:13]([NH:18][S:2]([CH3:1])(=[O:4])=[O:3])[C:14]([F:16])([F:17])[F:15])=[CH:9][CH:8]=1. The yield is 0.930. (3) The reactants are [NH:1]1[C:9]2[C:4](=[CH:5][CH:6]=[CH:7][CH:8]=2)[CH:3]=[C:2]1[C:10]([OH:12])=O.C([Cl:16])(=O)C.P(Cl)(Cl)(Cl)(Cl)Cl. The catalyst is CCOCC. The product is [NH:1]1[C:9]2[C:4](=[CH:5][CH:6]=[CH:7][CH:8]=2)[CH:3]=[C:2]1[C:10]([Cl:16])=[O:12]. The yield is 0.730. (4) The reactants are C([O:9][C@H:10]1[C@@H:14]([O:15]C(=O)C2C=CC=CC=2)[C@H:13]([N:24]2[C:33]3[C:28](=[CH:29][C:30]([O:36][CH3:37])=[C:31]([O:34][CH3:35])[CH:32]=3)[C:27](=[O:38])[NH:26][C:25]2=[O:39])[O:12][C@@H:11]1[CH2:40][O:41]C(=O)C1C=CC=CC=1)(=O)C1C=CC=CC=1.CN.CO. The catalyst is CO. The product is [OH:15][C@@H:14]1[C@H:10]([OH:9])[C@@H:11]([CH2:40][OH:41])[O:12][C@H:13]1[N:24]1[C:33]2[C:28](=[CH:29][C:30]([O:36][CH3:37])=[C:31]([O:34][CH3:35])[CH:32]=2)[C:27](=[O:38])[NH:26][C:25]1=[O:39]. The yield is 0.980. (5) The reactants are Cl.C([N:9]1[CH2:14][CH2:13][CH2:12][C:11](=O)[CH2:10]1)C1C=CC=CC=1.C(N(CC)CC)C.C(OC([N:30]1[CH2:35][CH2:34][NH:33][CH2:32][CH2:31]1)=O)(C)(C)C.[Na]. The catalyst is C(Cl)Cl. The product is [N:30]1([CH:11]2[CH2:12][CH2:13][CH2:14][NH:9][CH2:10]2)[CH2:35][CH2:34][NH:33][CH2:32][CH2:31]1. The yield is 0.970. (6) The reactants are Cl[CH2:2][C:3]1[CH:4]=[C:5]([O:12][CH3:13])[C:6]2[O:10][CH2:9][O:8][C:7]=2[CH:11]=1.[C-:14]#[N:15].[Na+].O. The catalyst is CS(C)=O. The product is [CH3:13][O:12][C:5]1[C:6]2[O:10][CH2:9][O:8][C:7]=2[CH:11]=[C:3]([CH2:2][C:14]#[N:15])[CH:4]=1. The yield is 0.450. (7) The reactants are [CH:1]1[CH2:5][CH:4]=[CH:3][CH:2]=1.CCCCCC.C([Li])CCC.[C:17]1([CH2:23][C:24](=O)[CH2:25][C:26]2[CH:31]=[CH:30][CH:29]=[CH:28][CH:27]=2)[CH:22]=[CH:21][CH:20]=[CH:19][CH:18]=1. The catalyst is C1COCC1. The product is [CH2:25]([C:24]([CH2:23][C:17]1[CH:22]=[CH:21][CH:20]=[CH:19][CH:18]=1)=[C:2]1[CH:1]=[CH:5][CH:4]=[CH:3]1)[C:26]1[CH:31]=[CH:30][CH:29]=[CH:28][CH:27]=1. The yield is 0.120.